From a dataset of Full USPTO retrosynthesis dataset with 1.9M reactions from patents (1976-2016). Predict the reactants needed to synthesize the given product. (1) Given the product [CH2:1]([N:3]1[C:7]([CH3:8])=[C:6]([CH3:9])[N:5]=[C:4]1[SH:10])[CH3:2], predict the reactants needed to synthesize it. The reactants are: [CH2:1]([N:3]1[C:7]([CH3:8])=[C:6]([CH3:9])[N:5]=[C:4]1[S:10]CC1C=CC(OC)=CC=1)[CH3:2].C(O)(C(F)(F)F)=O. (2) Given the product [Cl:1][Si:2]1([CH2:12][CH2:11][CH2:10][CH2:9][C:8]([O:14][CH2:15][C:16]2[CH:21]=[CH:20][CH:19]=[CH:18][CH:17]=2)=[O:13])[CH2:7][CH2:6][CH2:5][CH2:4][CH2:3]1, predict the reactants needed to synthesize it. The reactants are: [Cl:1][SiH:2]1[CH2:7][CH2:6][CH2:5][CH2:4][CH2:3]1.[C:8]([O:14][CH2:15][C:16]1[CH:21]=[CH:20][CH:19]=[CH:18][CH:17]=1)(=[O:13])[CH2:9][CH2:10][CH:11]=[CH2:12]. (3) Given the product [ClH:35].[ClH:35].[CH3:1][C:2]1[C:7]([C:8]2[C:9](=[O:34])[NH:10][C:11](=[O:33])[N:12]([CH2:14][CH2:15][CH2:16][N:17]3[CH2:22][C@H:21]4[C@:19]([C:23]5[CH:28]=[CH:27][C:26]([C:29]([F:32])([F:31])[F:30])=[CH:25][CH:24]=5)([CH2:20]4)[CH2:18]3)[N:13]=2)=[CH:6][CH:5]=[CH:4][N:3]=1, predict the reactants needed to synthesize it. The reactants are: [CH3:1][C:2]1[C:7]([C:8]2[C:9](=[O:34])[NH:10][C:11](=[O:33])[N:12]([CH2:14][CH2:15][CH2:16][N:17]3[CH2:22][C@H:21]4[C@:19]([C:23]5[CH:28]=[CH:27][C:26]([C:29]([F:32])([F:31])[F:30])=[CH:25][CH:24]=5)([CH2:20]4)[CH2:18]3)[N:13]=2)=[CH:6][CH:5]=[CH:4][N:3]=1.[ClH:35]. (4) Given the product [C:1]1([C@H:7]([NH:10][C:12]2[N:20]=[CH:19][N:18]=[C:17]3[C:13]=2[N:14]=[CH:15][N:16]3[CH:21]2[CH2:25][CH2:24][CH2:23][O:22]2)[CH2:8][CH3:9])[CH:6]=[CH:5][CH:4]=[CH:3][CH:2]=1, predict the reactants needed to synthesize it. The reactants are: [C:1]1([C@H:7]([NH2:10])[CH2:8][CH3:9])[CH:6]=[CH:5][CH:4]=[CH:3][CH:2]=1.Cl[C:12]1[N:20]=[CH:19][N:18]=[C:17]2[C:13]=1[N:14]=[CH:15][N:16]2[CH:21]1[CH2:25][CH2:24][CH2:23][O:22]1.